From a dataset of Forward reaction prediction with 1.9M reactions from USPTO patents (1976-2016). Predict the product of the given reaction. (1) Given the reactants Br[CH2:2][CH2:3][CH2:4][CH2:5][O:6][C:7]1[CH:8]=[C:9]2[C:13](=[CH:14][C:15]=1[F:16])[N:12]([C:17]1[CH:22]=[CH:21][C:20]([Cl:23])=[CH:19][CH:18]=1)[CH:11]=[CH:10]2.[CH2:24]([NH:26][CH2:27][CH2:28][OH:29])[CH3:25], predict the reaction product. The product is: [Cl:23][C:20]1[CH:21]=[CH:22][C:17]([N:12]2[C:13]3[C:9](=[CH:8][C:7]([O:6][CH2:5][CH2:4][CH2:3][CH2:2][N:26]([CH2:24][CH3:25])[CH2:27][CH2:28][OH:29])=[C:15]([F:16])[CH:14]=3)[CH:10]=[CH:11]2)=[CH:18][CH:19]=1. (2) Given the reactants [CH3:1][CH:2]([CH2:18][CH3:19])[CH2:3][O:4][C:5]1[CH:6]=[C:7](Br)[CH:8]=[CH:9][C:10]=1[O:11][CH2:12][CH:13]([CH3:16])[CH2:14][CH3:15].[CH3:20][CH:21]([CH2:39][CH3:40])[CH2:22][O:23][C:24]1[CH:25]=[C:26](B(O)O)[CH:27]=[CH:28][C:29]=1[O:30][CH2:31][CH:32]([CH3:35])[CH2:33][CH3:34].C([O-])([O-])=O.[K+].[K+].N#N.[C-]#N.[Na+], predict the reaction product. The product is: [CH3:1][CH:2]([CH2:18][CH3:19])[CH2:3][O:4][C:5]1[CH:6]=[C:7]([C:26]2[CH:27]=[CH:28][C:29]([O:30][CH2:31][CH:32]([CH3:35])[CH2:33][CH3:34])=[C:24]([O:23][CH2:22][CH:21]([CH3:20])[CH2:39][CH3:40])[CH:25]=2)[CH:8]=[CH:9][C:10]=1[O:11][CH2:12][CH:13]([CH3:16])[CH2:14][CH3:15]. (3) Given the reactants [Cl-].[NH4+:2].CC1C=CC(S([O:13][C@H:14]2[CH2:18]O[C@@H:16]3[C@@H:19](Br)[CH2:20][O:21][C@H:15]23)(=O)=O)=CC=1.N.CO, predict the reaction product. The product is: [NH2:2][CH2:18][C@H:14]([C@@H:15]1[CH:16]=[CH:19][CH2:20][O:21]1)[OH:13]. (4) Given the reactants [NH2:1][C:2]1[CH:17]=[CH:16][C:5]2[N:6]([CH:9]([CH3:15])[CH2:10][C:11]([O:13]C)=[O:12])[CH:7]=[N:8][C:4]=2[CH:3]=1, predict the reaction product. The product is: [NH2:1][C:2]1[CH:17]=[CH:16][C:5]2[N:6]([CH:9]([CH3:15])[CH2:10][C:11]([OH:13])=[O:12])[CH:7]=[N:8][C:4]=2[CH:3]=1. (5) Given the reactants [Cl:1][CH2:2][CH2:3][CH2:4]/[C:5](=[CH:13]\[C:14]1[CH:19]=[C:18]([O:20][CH3:21])[C:17]([N:22]2[CH:26]=[C:25]([CH3:27])[N:24]=[CH:23]2)=[CH:16][C:15]=1[F:28])/[C:6]([O:8]C(C)(C)C)=[O:7].[F:29][C:30]([F:35])([F:34])[C:31]([OH:33])=[O:32], predict the reaction product. The product is: [F:29][C:30]([F:35])([F:34])[C:31]([OH:33])=[O:32].[Cl:1][CH2:2][CH2:3][CH2:4]/[C:5](=[CH:13]\[C:14]1[CH:19]=[C:18]([O:20][CH3:21])[C:17]([N:22]2[CH:26]=[C:25]([CH3:27])[N:24]=[CH:23]2)=[CH:16][C:15]=1[F:28])/[C:6]([OH:8])=[O:7].